The task is: Predict the reaction yield, written as a fraction of the theoretical maximum amount of product (1.0 means a 100% yield; for example, 0.34 means a 34% yield).. This data is from Reaction yield outcomes from USPTO patents with 853,638 reactions. (1) The reactants are C[N:2]([CH2:4][C:5]1[CH:6]=[C:7]([C:15]2[CH:16]=[C:17]3[C:21](=[C:22]([C:24]([NH2:26])=[O:25])[CH:23]=2)[NH:20][CH:19]=[C:18]3[CH:27]2[CH2:32][CH2:31][N:30]([S:33]([CH2:36][CH3:37])(=[O:35])=[O:34])[CH2:29][CH2:28]2)[CH:8]=[C:9]([O:13][CH3:14])[C:10]=1[O:11][CH3:12])[CH3:3].CNC. No catalyst specified. The product is [CH3:4][C:5]([CH3:6])([CH3:10])[CH2:3][NH:2][CH2:4][C:5]1[CH:6]=[C:7]([C:15]2[CH:16]=[C:17]3[C:21](=[C:22]([C:24]([NH2:26])=[O:25])[CH:23]=2)[NH:20][CH:19]=[C:18]3[CH:27]2[CH2:28][CH2:29][N:30]([S:33]([CH2:36][CH3:37])(=[O:35])=[O:34])[CH2:31][CH2:32]2)[CH:8]=[C:9]([O:13][CH3:14])[C:10]=1[O:11][CH3:12]. The yield is 0.292. (2) The reactants are [C:1]1([C:7]2[NH:11][CH:10]=[C:9]([C:12]([O:14][CH2:15][CH3:16])=[O:13])[CH:8]=2)[CH:6]=[CH:5][CH:4]=[CH:3][CH:2]=1.[H-].[Na+].C1OCCOCCOCCOCCOC1.Cl[C:35]1[N:40]=[N:39][C:38]([S:41](F)(=[O:43])=[O:42])=[CH:37][CH:36]=1.NN.C(=O)([O-])O.[Na+]. The catalyst is O1CCCC1. The product is [C:1]1([C:7]2[N:11]([S:41]([C:38]3[N:39]=[N:40][CH:35]=[CH:36][CH:37]=3)(=[O:43])=[O:42])[CH:10]=[C:9]([C:12]([O:14][CH2:15][CH3:16])=[O:13])[CH:8]=2)[CH:2]=[CH:3][CH:4]=[CH:5][CH:6]=1. The yield is 0.240. (3) The reactants are [CH3:1][C:2]1[O:6][N:5]=[C:4]([C:7]2[CH:12]=[CH:11][CH:10]=[CH:9][CH:8]=2)[C:3]=1[CH2:13][OH:14].O[C:16]1[CH:21]=[CH:20][C:19]([C:22]([F:25])([F:24])[F:23])=[CH:18][N:17]=1.C1(P(C2C=CC=CC=2)C2C=CC=CC=2)C=CC=CC=1.N(C(OCC)=O)=NC(OCC)=O. The catalyst is C1COCC1. The product is [CH3:1][C:2]1[O:6][N:5]=[C:4]([C:7]2[CH:12]=[CH:11][CH:10]=[CH:9][CH:8]=2)[C:3]=1[CH2:13][O:14][C:16]1[CH:21]=[CH:20][C:19]([C:22]([F:25])([F:24])[F:23])=[CH:18][N:17]=1. The yield is 0.510. (4) The reactants are [Cl-].[Cl-].[Cl-].[Ga+3].[NH:5]1[CH:9]=[CH:8][CH:7]=[C:6]1[C:10]([O:12][CH2:13][CH3:14])=[O:11].Cl[C:16]([CH3:19])([CH3:18])[CH3:17].Cl. The catalyst is C(=S)=S. The product is [C:16]([C:8]1[CH:7]=[C:6]([C:10]([O-:12])=[O:11])[NH:5][CH:9]=1)([CH3:19])([CH3:18])[CH3:17].[C:16]([C:9]1[NH:5][C:6]([C:10]([O:12][CH2:13][CH3:14])=[O:11])=[CH:7][CH:8]=1)([CH3:19])([CH3:18])[CH3:17].[C:16]([C:7]1[CH:8]=[C:9]([C:16]([CH3:19])([CH3:18])[CH3:17])[NH:5][C:6]=1[C:10]([O:12][CH2:13][CH3:14])=[O:11])([CH3:19])([CH3:18])[CH3:17]. The yield is 0.0700. (5) The reactants are [F:1][C:2]([F:19])([F:18])[C:3]1[CH:4]=[C:5]([S:9][CH:10]2[CH2:15][CH2:14][O:13][CH:12]([CH2:16][OH:17])[CH2:11]2)[CH:6]=[CH:7][CH:8]=1.[H-].[Na+].[CH2:22](Br)[C:23]1[CH:28]=[CH:27][CH:26]=[CH:25][CH:24]=1. The catalyst is C1COCC1. The product is [C:23]1([CH2:22][O:17][CH2:16][CH:12]2[CH2:11][CH:10]([S:9][C:5]3[CH:6]=[CH:7][CH:8]=[C:3]([C:2]([F:1])([F:18])[F:19])[CH:4]=3)[CH2:15][CH2:14][O:13]2)[CH:28]=[CH:27][CH:26]=[CH:25][CH:24]=1. The yield is 0.960. (6) The reactants are [CH3:1][C:2]1[CH:3]=[C:4]([CH:6]=[CH:7][CH:8]=1)[NH2:5].[Cl:9][CH2:10][C:11](Cl)=[O:12]. The catalyst is [OH-].[Na+].ClCCl. The product is [Cl:9][CH2:10][C:11]([NH:5][C:4]1[CH:6]=[CH:7][CH:8]=[C:2]([CH3:1])[CH:3]=1)=[O:12]. The yield is 0.760. (7) The yield is 0.750. The product is [C:8]1([C:6]2([C:5]3[CH:14]=[CH:15][C:2]([CH3:1])=[CH:3][CH:4]=3)[O:18][CH2:17][CH2:16][O:7]2)[CH:13]=[CH:12][CH:11]=[CH:10][CH:9]=1. The reactants are [CH3:1][C:2]1[CH:15]=[CH:14][C:5]([C:6]([C:8]2[CH:13]=[CH:12][CH:11]=[CH:10][CH:9]=2)=[O:7])=[CH:4][CH:3]=1.[CH2:16](O)[CH2:17][OH:18]. The catalyst is O.C1(C)C=CC(S(O)(=O)=O)=CC=1.C1(C)C=CC=CC=1.